From a dataset of Full USPTO retrosynthesis dataset with 1.9M reactions from patents (1976-2016). Predict the reactants needed to synthesize the given product. Given the product [CH3:1][O:2][C:3]([C:4]1[CH:9]=[C:8]([O:10][CH3:11])[CH:7]=[CH:6][C:5]=1[NH:12][C:13]1[N:17]([C:18]2[CH:23]=[CH:22][CH:21]=[CH:20][C:19]=2[O:24][CH2:25][CH3:26])[N:16]=[C:15]([CH3:27])[C:14]=1[Br:29])=[O:28], predict the reactants needed to synthesize it. The reactants are: [CH3:1][O:2][C:3](=[O:28])[C:4]1[CH:9]=[C:8]([O:10][CH3:11])[CH:7]=[CH:6][C:5]=1[NH:12][C:13]1[N:17]([C:18]2[CH:23]=[CH:22][CH:21]=[CH:20][C:19]=2[O:24][CH2:25][CH3:26])[N:16]=[C:15]([CH3:27])[CH:14]=1.[Br:29]N1C(C)(C)C(=O)N(Br)C1=O.